Dataset: Catalyst prediction with 721,799 reactions and 888 catalyst types from USPTO. Task: Predict which catalyst facilitates the given reaction. (1) Reactant: [CH2:1]([N:3]1[C:7]([C:8]2[CH:13]=[CH:12][C:11]([N+:14]([O-:16])=[O:15])=[C:10]([CH3:17])[CH:9]=2)=[N:6][C:5]([C:18]2[CH:19]=[N:20][CH:21]=[CH:22][CH:23]=2)=[N:4]1)[CH3:2].[Cl:24][C:25]1[CH:32]=[CH:31][CH:30]=[C:29]([Cl:33])[C:26]=1[CH:27]=[O:28].C1CCN2C(=NCCC2)CC1. Product: [Cl:24][C:25]1[CH:32]=[CH:31][CH:30]=[C:29]([Cl:33])[C:26]=1[CH:27]([OH:28])[CH2:17][C:10]1[CH:9]=[C:8]([C:7]2[N:3]([CH2:1][CH3:2])[N:4]=[C:5]([C:18]3[CH:19]=[N:20][CH:21]=[CH:22][CH:23]=3)[N:6]=2)[CH:13]=[CH:12][C:11]=1[N+:14]([O-:16])=[O:15]. The catalyst class is: 16. (2) Reactant: C(N(CC)CC)C.[CH:8]1[CH:13]=[C:12]([N+:14]([O-:16])=[O:15])[C:11]([S:17](Cl)(=[O:19])=[O:18])=[CH:10][CH:9]=1.Cl.[NH2:22][C@H:23]([C@H:26]1[O:30][C:29](=[O:31])[C@H:28]([CH2:32][CH3:33])[CH2:27]1)[CH2:24][OH:25].O1CCCC1. Product: [CH2:32]([C@H:28]1[C:29](=[O:31])[O:30][C@H:26]([C@@H:23]([NH:22][S:17]([C:11]2[CH:10]=[CH:9][CH:8]=[CH:13][C:12]=2[N+:14]([O-:16])=[O:15])(=[O:19])=[O:18])[CH2:24][OH:25])[CH2:27]1)[CH3:33]. The catalyst class is: 6. (3) Reactant: [CH2:1]([N:5]([CH3:26])[C:6]([C:8]1[CH:9]=[C:10]([C:21]([O:23]CC)=[O:22])[CH:11]=[C:12]([C:14]2[CH:19]=[CH:18][C:17]([CH3:20])=[CH:16][CH:15]=2)[CH:13]=1)=[O:7])[CH:2]([CH3:4])[CH3:3].[OH-].[Li+].C(O)C. Product: [CH2:1]([N:5]([CH3:26])[C:6]([C:8]1[CH:9]=[C:10]([C:21]([OH:23])=[O:22])[CH:11]=[C:12]([C:14]2[CH:15]=[CH:16][C:17]([CH3:20])=[CH:18][CH:19]=2)[CH:13]=1)=[O:7])[CH:2]([CH3:4])[CH3:3]. The catalyst class is: 6. (4) Reactant: [F:1][C:2]1[C:7]([C:8]2[CH:13]=[CH:12][CH:11]=[C:10]([CH2:14][N:15]3[CH2:20][CH2:19][NH:18][C@@H:17]([CH3:21])[CH2:16]3)[CH:9]=2)=[CH:6][C:5]([CH2:22][NH:23][C:24]([C:26]2[CH:27]=[C:28]([CH2:32][CH:33]3[CH2:38][CH2:37][N:36]([C:39]([O:41][C:42]([CH3:45])([CH3:44])[CH3:43])=[O:40])[CH2:35][CH2:34]3)[CH:29]=[CH:30][CH:31]=2)=[O:25])=[CH:4][CH:3]=1.[CH2:46]=O.[BH4-].[Na+]. Product: [CH3:21][C@@H:17]1[N:18]([CH3:46])[CH2:19][CH2:20][N:15]([CH2:14][C:10]2[CH:9]=[C:8]([C:7]3[C:2]([F:1])=[CH:3][CH:4]=[C:5]([CH2:22][NH:23][C:24]([C:26]4[CH:27]=[C:28]([CH2:32][CH:33]5[CH2:34][CH2:35][N:36]([C:39]([O:41][C:42]([CH3:44])([CH3:43])[CH3:45])=[O:40])[CH2:37][CH2:38]5)[CH:29]=[CH:30][CH:31]=4)=[O:25])[CH:6]=3)[CH:13]=[CH:12][CH:11]=2)[CH2:16]1. The catalyst class is: 5. (5) Reactant: [CH3:1][C:2]1[C:6]2[C:7](=[O:20])[N:8]([CH2:12][CH2:13][N:14]3[CH2:19][CH2:18][O:17][CH2:16][CH2:15]3)[CH2:9][CH2:10][CH2:11][C:5]=2[NH:4][C:3]=1[CH:21]=O.[Cl:23][C:24]1[CH:25]=[C:26]2[C:30](=[CH:31][CH:32]=1)[NH:29][C:28](=[O:33])[CH2:27]2.N1CCCCC1. Product: [Cl:23][C:24]1[CH:25]=[C:26]2[C:30](=[CH:31][CH:32]=1)[NH:29][C:28](=[O:33])[C:27]2=[CH:21][C:3]1[NH:4][C:5]2[CH2:11][CH2:10][CH2:9][N:8]([CH2:12][CH2:13][N:14]3[CH2:15][CH2:16][O:17][CH2:18][CH2:19]3)[C:7](=[O:20])[C:6]=2[C:2]=1[CH3:1]. The catalyst class is: 8. (6) Reactant: [C:1]([C:3](=[C:7](SC)SC)[C:4]([NH2:6])=[O:5])#[N:2].N[C:13]1[CH:14]=[C:15]2[C:19](=[CH:20][CH:21]=1)[NH:18][N:17]=[CH:16]2.[OH2:22].[NH2:23][NH2:24]. Product: [NH:18]1[C:19]2[C:15](=[CH:14][C:13]([NH:2][C:1]3[C:3]([C:4]([NH2:6])=[O:5])=[C:7]([NH:17][CH2:16][C:15]4[CH:19]=[CH:20][C:21]([OH:22])=[CH:13][CH:14]=4)[NH:24][N:23]=3)=[CH:21][CH:20]=2)[CH:16]=[N:17]1. The catalyst class is: 14. (7) Reactant: C(O/[N:5]=[C:6](/[C:8]1[CH:13]=[CH:12][CH:11]=[C:10]([CH3:14])[C:9]=1[OH:15])\[CH3:7])(=O)C. Product: [CH3:7][C:6]1[C:8]2[CH:13]=[CH:12][CH:11]=[C:10]([CH3:14])[C:9]=2[O:15][N:5]=1. The catalyst class is: 17. (8) Reactant: O.ON1C2C=CC=CC=2N=N1.[CH:12]1([NH2:15])[CH2:14][CH2:13]1.Cl.C(N=C=NCCCN(C)C)C.[CH2:28]([O:35][C:36]([N:38]1[CH2:42][C@@H:41]([OH:43])[C@H:40]([C:44](O)=[O:45])[CH2:39]1)=[O:37])[C:29]1[CH:34]=[CH:33][CH:32]=[CH:31][CH:30]=1. Product: [CH:12]1([NH:15][C:44]([C@H:40]2[C@H:41]([OH:43])[CH2:42][N:38]([C:36]([O:35][CH2:28][C:29]3[CH:34]=[CH:33][CH:32]=[CH:31][CH:30]=3)=[O:37])[CH2:39]2)=[O:45])[CH2:14][CH2:13]1. The catalyst class is: 7. (9) Reactant: [C:1]([O:4][C@@H:5]1[CH2:10][CH2:9][C@H:8]([OH:11])[CH2:7][CH2:6]1)(=[O:3])[CH3:2].[H-].[Na+].Cl[C:15]1[CH:24]=[N:23][C:22]2[C:17](=[CH:18][C:19]([O:27][CH3:28])=[C:20]([O:25][CH3:26])[CH:21]=2)[N:16]=1. Product: [CH3:26][O:25][C:20]1[CH:21]=[C:22]2[C:17](=[CH:18][C:19]=1[O:27][CH3:28])[N:16]=[C:15]([O:11][C@@H:8]1[CH2:9][CH2:10][C@H:5]([O:4][C:1](=[O:3])[CH3:2])[CH2:6][CH2:7]1)[CH:24]=[N:23]2. The catalyst class is: 1. (10) Reactant: [F:1][C:2]1[CH:3]=[C:4]([C:9]2[CH:14]=[CH:13][C:12]([C:15]([NH:17][C@H:18]([C:26]([O:28][CH3:29])=[O:27])[C@@H:19]([CH3:25])[O:20][C:21]([CH3:24])([CH3:23])[CH3:22])=[O:16])=[C:11]([N+:30]([O-])=O)[CH:10]=2)[CH:5]=[CH:6][C:7]=1[F:8].C(OCC)(=O)C. Product: [NH2:30][C:11]1[CH:10]=[C:9]([C:4]2[CH:5]=[CH:6][C:7]([F:8])=[C:2]([F:1])[CH:3]=2)[CH:14]=[CH:13][C:12]=1[C:15]([NH:17][C@H:18]([C:26]([O:28][CH3:29])=[O:27])[C@@H:19]([CH3:25])[O:20][C:21]([CH3:24])([CH3:23])[CH3:22])=[O:16]. The catalyst class is: 19.